Dataset: Full USPTO retrosynthesis dataset with 1.9M reactions from patents (1976-2016). Task: Predict the reactants needed to synthesize the given product. (1) Given the product [Br:1][C:2]1[CH:7]=[C:6]([F:8])[C:5]([N+:13]([O-:15])=[O:14])=[CH:4][C:3]=1[C:9]([F:12])([F:10])[F:11], predict the reactants needed to synthesize it. The reactants are: [Br:1][C:2]1[CH:7]=[C:6]([F:8])[CH:5]=[CH:4][C:3]=1[C:9]([F:12])([F:11])[F:10].[N+:13]([O-])([O-:15])=[O:14].[K+]. (2) Given the product [NH2:39][CH2:37][CH2:25][N:2]([CH3:1])[C:3]([N:5]1[CH:9]([C:10]2[CH:11]=[CH:12][CH:13]=[CH:14][CH:15]=2)[CH:8]2[CH2:16][O:17][C:18]3[CH:19]=[CH:20][C:21]([F:24])=[CH:22][C:23]=3[C:7]2=[N:6]1)=[O:4], predict the reactants needed to synthesize it. The reactants are: [CH3:1][N:2]([CH:25]1CCN(C)CC1)[C:3]([N:5]1[CH:9]([C:10]2[CH:15]=[CH:14][CH:13]=[CH:12][CH:11]=2)[CH:8]2[CH2:16][O:17][C:18]3[CH:19]=[CH:20][C:21]([F:24])=[CH:22][C:23]=3[C:7]2=[N:6]1)=[O:4].C(O[C:37]([NH:39]CCNC)=O)(C)(C)C. (3) Given the product [Br:1][C:2]1[CH:3]=[C:4]2[N:10]=[C:9]([C:11]3[CH:16]=[CH:15][C:14]([NH2:17])=[CH:13][CH:12]=3)[NH:8][C:5]2=[N:6][CH:7]=1, predict the reactants needed to synthesize it. The reactants are: [Br:1][C:2]1[CH:3]=[C:4]2[N:10]=[C:9]([C:11]3[CH:16]=[CH:15][C:14]([N+:17]([O-])=O)=[CH:13][CH:12]=3)[NH:8][C:5]2=[N:6][CH:7]=1.CO. (4) Given the product [CH2:8]([C:7]([CH:11]([C:16](=[O:37])[NH:17][CH:18]1[C:24](=[O:25])[N:23]([CH3:26])[C:22]2[CH:27]=[CH:28][CH:29]=[CH:30][C:21]=2[C:20]([C:31]2[CH:36]=[CH:35][CH:34]=[CH:33][CH:32]=2)=[N:19]1)[CH2:12][CH:13]([CH3:15])[CH3:14])([CH2:38][CH:39]=[CH2:40])[C:6]([OH:41])=[O:5])[CH:9]=[CH2:10], predict the reactants needed to synthesize it. The reactants are: C([O:5][C:6](=[O:41])[C:7]([CH2:38][CH:39]=[CH2:40])([CH:11]([C:16](=[O:37])[NH:17][CH:18]1[C:24](=[O:25])[N:23]([CH3:26])[C:22]2[CH:27]=[CH:28][CH:29]=[CH:30][C:21]=2[C:20]([C:31]2[CH:36]=[CH:35][CH:34]=[CH:33][CH:32]=2)=[N:19]1)[CH2:12][CH:13]([CH3:15])[CH3:14])[CH2:8][CH:9]=[CH2:10])(C)(C)C. (5) Given the product [CH2:1]([O:8][C@@H:9]1[CH2:38][C@@H:37]2[C@:32]([CH3:46])([CH2:33][CH2:34][C@H:35]([O:39][CH:40]3[CH2:45][CH2:44][CH2:43][CH2:42][O:41]3)[CH2:36]2)[C@@H:31]2[C@@H:10]1[C@H:11]1[C@:28]([CH3:47])([CH2:29][CH2:30]2)[C@@H:14]([C@H:15]([CH3:27])[CH2:16][CH2:17][CH2:18][OH:19])[CH2:13][CH2:12]1)[C:2]1[CH:3]=[CH:4][CH:5]=[CH:6][CH:7]=1, predict the reactants needed to synthesize it. The reactants are: [CH2:1]([O:8][C@@H:9]1[CH2:38][C@@H:37]2[C@:32]([CH3:46])([CH2:33][CH2:34][C@H:35]([O:39][CH:40]3[CH2:45][CH2:44][CH2:43][CH2:42][O:41]3)[CH2:36]2)[C@@H:31]2[C@@H:10]1[C@H:11]1[C@:28]([CH3:47])([CH2:29][CH2:30]2)[C@@H:14]([C@H:15]([CH3:27])[CH2:16][CH2:17][CH2:18][O:19][Si](C(C)(C)C)(C)C)[CH2:13][CH2:12]1)[C:2]1[CH:7]=[CH:6][CH:5]=[CH:4][CH:3]=1.[F-].C([N+](CCCC)(CCCC)CCCC)CCC. (6) Given the product [Cl:1][C:2]1[N:7]=[C:6]([C:8]#[N:9])[C:5]2[N:10]=[CH:11][N:12]([CH:26]3[CH2:27][CH2:28][CH2:29][CH2:30][O:25]3)[C:4]=2[CH:3]=1, predict the reactants needed to synthesize it. The reactants are: [Cl:1][C:2]1[N:7]=[C:6]([C:8]#[N:9])[C:5]2[N:10]=[CH:11][NH:12][C:4]=2[CH:3]=1.O.C1(C)C=CC(S(O)(=O)=O)=CC=1.[O:25]1[CH:30]=[CH:29][CH2:28][CH2:27][CH2:26]1. (7) Given the product [Cl:1][C:2]1[CH:3]=[C:4]2[C:8](=[CH:9][CH:10]=1)[N:7]([C:11]1[N:15]([CH3:16])[N:14]=[C:13]([CH3:17])[C:12]=1/[CH:18]=[CH:19]/[C:20]([NH:22][S:23]([N:26]1[CH2:27][CH2:28][C:29]([OH:32])([CH3:33])[CH2:30][CH2:31]1)(=[O:25])=[O:24])=[O:21])[CH:6]=[CH:5]2, predict the reactants needed to synthesize it. The reactants are: [Cl:1][C:2]1[CH:3]=[C:4]2[C:8](=[CH:9][CH:10]=1)[N:7]([C:11]1[N:15]([CH3:16])[N:14]=[C:13]([CH3:17])[C:12]=1/[CH:18]=[CH:19]/[C:20]([NH:22][S:23]([N:26]1[CH2:31][CH2:30][C:29](=[O:32])[CH2:28][CH2:27]1)(=[O:25])=[O:24])=[O:21])[CH:6]=[CH:5]2.[CH3:33][Mg]Br.[Cl-].[NH4+]. (8) Given the product [BrH:51].[O:1]=[C:2]1[N:8]([CH:9]2[CH2:14][CH2:13][N:12]([C:15]([O:17][C@H:18]([CH2:34][C:35]3[CH:40]=[C:39]([C:41]([F:43])([F:42])[F:44])[C:38]([NH2:45])=[C:37]([Cl:46])[CH:36]=3)[C:19]([N:21]3[CH2:26][CH2:25][CH:24]([N:27]4[CH2:28][CH2:29][N:30]([CH3:33])[CH2:31][CH2:32]4)[CH2:23][CH2:22]3)=[O:20])=[O:16])[CH2:11][CH2:10]2)[CH2:7][CH2:6][C:5]2[CH:47]=[CH:48][CH:49]=[CH:50][C:4]=2[NH:3]1, predict the reactants needed to synthesize it. The reactants are: [O:1]=[C:2]1[N:8]([CH:9]2[CH2:14][CH2:13][N:12]([C:15]([O:17][C@H:18]([CH2:34][C:35]3[CH:40]=[C:39]([C:41]([F:44])([F:43])[F:42])[C:38]([NH2:45])=[C:37]([Cl:46])[CH:36]=3)[C:19]([N:21]3[CH2:26][CH2:25][CH:24]([N:27]4[CH2:32][CH2:31][N:30]([CH3:33])[CH2:29][CH2:28]4)[CH2:23][CH2:22]3)=[O:20])=[O:16])[CH2:11][CH2:10]2)[CH2:7][CH2:6][C:5]2[CH:47]=[CH:48][CH:49]=[CH:50][C:4]=2[NH:3]1.[BrH:51]. (9) Given the product [ClH:3].[Cl:22][CH2:19][C:13]1[C:14]([CH2:17][Cl:3])=[CH:15][N:16]=[C:11]([CH3:10])[C:12]=1[OH:21], predict the reactants needed to synthesize it. The reactants are: S(Cl)([Cl:3])=O.CN(C=O)C.[CH3:10][C:11]1[N:16]=[CH:15][C:14]([CH2:17]O)=[C:13]([CH2:19]O)[C:12]=1[OH:21].[ClH:22].